From a dataset of Forward reaction prediction with 1.9M reactions from USPTO patents (1976-2016). Predict the product of the given reaction. (1) Given the reactants [OH:1][CH:2]([CH2:9][CH3:10])[CH2:3][NH:4][CH2:5][C:6]([OH:8])=[O:7].S(Cl)([Cl:13])=O.[CH3:15]O, predict the reaction product. The product is: [ClH:13].[CH3:15][O:7][C:6](=[O:8])[CH2:5][NH:4][CH2:3][CH:2]([OH:1])[CH2:9][CH3:10]. (2) Given the reactants [CH3:1][CH2:2][C:3]1[CH:4]=[CH:5][C:6]([C:9]([CH:11]([CH2:13][N:14]2[CH2:19][CH2:18][CH2:17][CH2:16][CH2:15]2)[CH3:12])=[O:10])=[CH:7][CH:8]=1.C(=O)=O.[CH3:23][S:24]([OH:27])(=[O:26])=[O:25], predict the reaction product. The product is: [CH3:1][CH2:2][C:3]1[CH:8]=[CH:7][C:6]([C:9]([CH:11]([CH2:13][N:14]2[CH2:19][CH2:18][CH2:17][CH2:16][CH2:15]2)[CH3:12])=[O:10])=[CH:5][CH:4]=1.[S:24]([O-:27])(=[O:26])(=[O:25])[CH3:23]. (3) Given the reactants [Cl:1][C:2]1[C:10]([F:11])=[C:9]2[C:5]([C:6]([S:27][C:28]3[C:29]([F:39])=[C:30]([CH:36]=[CH:37][CH:38]=3)[C:31]([O:33]CC)=[O:32])=[C:7]([CH3:26])[N:8]2[CH2:12][C:13](=[O:25])[N:14]2[C:22]3[C:17](=[CH:18][CH:19]=[CH:20][CH:21]=3)[C:16]3([CH2:24][CH2:23]3)[CH2:15]2)=[CH:4][CH:3]=1.O[Li].O, predict the reaction product. The product is: [Cl:1][C:2]1[C:10]([F:11])=[C:9]2[C:5]([C:6]([S:27][C:28]3[C:29]([F:39])=[C:30]([CH:36]=[CH:37][CH:38]=3)[C:31]([OH:33])=[O:32])=[C:7]([CH3:26])[N:8]2[CH2:12][C:13](=[O:25])[N:14]2[C:22]3[C:17](=[CH:18][CH:19]=[CH:20][CH:21]=3)[C:16]3([CH2:24][CH2:23]3)[CH2:15]2)=[CH:4][CH:3]=1. (4) Given the reactants [C:1](#[N:3])[CH3:2].C([N-]C(C)C)(C)C.[Li+].CCCCCCC.[CH2:19]1[CH2:23][O:22][CH2:21][CH2:20]1.[CH2:24]([C:26]1[CH:31]=[CH:30][CH:29]=[CH:28][CH:27]=1)C.[Cl-].[NH4+].[CH2:34]1C[O:37][CH2:36][CH2:35]1, predict the reaction product. The product is: [OH:37][CH:36]([C:35]1[CH:23]=[CH:19][CH:20]=[C:21]([O:22][CH2:24][C:26]2[CH:27]=[CH:28][CH:29]=[CH:30][CH:31]=2)[CH:34]=1)[CH2:2][C:1]#[N:3]. (5) Given the reactants O1[C:5]2([CH2:10][CH2:9][N:8]([C:11]3[CH:12]=[CH:13][CH:14]=[C:15]4[C:20]=3[N:19]=[CH:18][C:17]([C:21]([F:24])([F:23])[F:22])=[CH:16]4)[CH2:7][CH2:6]2)[O:4]CC1.Cl, predict the reaction product. The product is: [F:23][C:21]([F:22])([F:24])[C:17]1[CH:18]=[N:19][C:20]2[C:15]([CH:16]=1)=[CH:14][CH:13]=[CH:12][C:11]=2[N:8]1[CH2:9][CH2:10][C:5](=[O:4])[CH2:6][CH2:7]1. (6) The product is: [C:10]([C:3]1[C:4]2[C:9](=[CH:8][CH:7]=[CH:6][CH:5]=2)[N:1]([CH2:14][C:15]([O:17][C:18]([CH3:21])([CH3:20])[CH3:19])=[O:16])[N:2]=1)(=[O:11])[NH2:12]. Given the reactants [NH:1]1[C:9]2[C:4](=[CH:5][CH:6]=[CH:7][CH:8]=2)[C:3]([C:10]([NH2:12])=[O:11])=[N:2]1.Br[CH2:14][C:15]([O:17][C:18]([CH3:21])([CH3:20])[CH3:19])=[O:16].C(=O)([O-])[O-].[K+].[K+], predict the reaction product. (7) Given the reactants [C:1]1([CH2:7][O:8][C:9]([NH:11][C@@H:12]([C:14]([OH:16])=O)[CH3:13])=[O:10])[CH:6]=[CH:5][CH:4]=[CH:3][CH:2]=1.Cl.[CH3:18][O:19][C:20](=[O:24])[CH2:21][NH:22][CH3:23].ON1C2C=CC=CC=2N=N1.CN1CCOCC1.C(Cl)CCl, predict the reaction product. The product is: [C:1]1([CH2:7][O:8][C:9]([NH:11][C@@H:12]([C:14]([N:22]([CH3:23])[CH2:21][C:20]([O:19][CH3:18])=[O:24])=[O:16])[CH3:13])=[O:10])[CH:2]=[CH:3][CH:4]=[CH:5][CH:6]=1.